This data is from HIV replication inhibition screening data with 41,000+ compounds from the AIDS Antiviral Screen. The task is: Binary Classification. Given a drug SMILES string, predict its activity (active/inactive) in a high-throughput screening assay against a specified biological target. (1) The compound is OC(c1ccc(-c2ccccc2)cc1)C(F)(F)c1nc2ccccc2o1. The result is 0 (inactive). (2) The molecule is Cl[Pt-2]12NCCS[S+]1CCN2. The result is 0 (inactive). (3) The drug is C=CCOC(=O)C1CC2OC2CC1C(=O)OCC=C. The result is 0 (inactive). (4) The molecule is S=C1NC2(CCCCC2)C2=C(CCCC2)S1. The result is 0 (inactive).